From a dataset of Full USPTO retrosynthesis dataset with 1.9M reactions from patents (1976-2016). Predict the reactants needed to synthesize the given product. (1) Given the product [CH3:53][N:54]([CH2:6][C:7]1[N:8]=[C:9]([C:49]([F:51])([F:52])[F:50])[N:10]=[C:11]([O:13][C@@H:14]2[CH2:19][CH2:18][C@H:17]([N:20]3[CH2:21][C:22]([CH2:46][C:47]#[N:48])([N:24]4[CH:28]=[C:27]([C:29]5[C:30]6[CH:37]=[CH:36][N:35]([CH2:38][O:39][CH2:40][CH2:41][Si:42]([CH3:44])([CH3:45])[CH3:43])[C:31]=6[N:32]=[CH:33][N:34]=5)[CH:26]=[N:25]4)[CH2:23]3)[CH2:16][CH2:15]2)[CH:12]=1)[CH3:55], predict the reactants needed to synthesize it. The reactants are: CS(O[CH2:6][C:7]1[CH:12]=[C:11]([O:13][C@H:14]2[CH2:19][CH2:18][C@@H:17]([N:20]3[CH2:23][C:22]([CH2:46][C:47]#[N:48])([N:24]4[CH:28]=[C:27]([C:29]5[C:30]6[CH:37]=[CH:36][N:35]([CH2:38][O:39][CH2:40][CH2:41][Si:42]([CH3:45])([CH3:44])[CH3:43])[C:31]=6[N:32]=[CH:33][N:34]=5)[CH:26]=[N:25]4)[CH2:21]3)[CH2:16][CH2:15]2)[N:10]=[C:9]([C:49]([F:52])([F:51])[F:50])[N:8]=1)(=O)=O.[CH3:53][NH:54][CH3:55]. (2) Given the product [CH2:1]([O:3][C:4]([C:6]1[C:7](=[O:25])[C:8]2[CH:13]=[N:12][C:11]([S:38]([CH3:26])(=[O:40])=[O:37])=[N:10][C:9]=2[N:16]([CH2:18][C:19]2[CH:24]=[CH:23][CH:22]=[CH:21][CH:20]=2)[CH:17]=1)=[O:5])[CH3:2], predict the reactants needed to synthesize it. The reactants are: [CH2:1]([O:3][C:4]([CH:6]1[CH2:17][N:16]([CH2:18][C:19]2[CH:24]=[CH:23][CH:22]=[CH:21][CH:20]=2)[C:9]2[N:10]=[C:11](SC)[N:12]=[CH:13][C:8]=2[C:7]1=[O:25])=[O:5])[CH3:2].[CH:26]1C=C(Cl)C=C(C(OO)=O)C=1.[O-:37][S:38]([O-:40])=O.[Na+].[Na+]. (3) Given the product [Cl:20][C:17]1[CH:16]=[CH:15][C:14]2[NH:3][C:2]3[N:1]=[CH:4][CH:5]=[CH:6][C:7]=3[C:8]([OH:13])([C:9]([F:11])([F:12])[CH3:10])[C:19]=2[CH:18]=1, predict the reactants needed to synthesize it. The reactants are: [NH2:1][CH:2]1[C:7]([C:8](=[O:13])[C:9]([F:12])([F:11])[CH3:10])=[CH:6][CH:5]=[CH:4][N:3]1[C:14]1[CH:19]=[CH:18][C:17]([Cl:20])=[CH:16][CH:15]=1.S(=O)(=O)(O)O. (4) Given the product [CH2:26]([N:12]1[C:11](=[O:30])[C:10]2([CH2:31][CH2:32][CH2:33][NH:8][CH2:9]2)[N:14]([CH2:15][CH2:16][C:17]2[CH:22]=[CH:21][C:20]([O:23][CH3:24])=[CH:19][CH:18]=2)[C:13]1=[O:25])[CH:27]([CH3:28])[CH3:29], predict the reactants needed to synthesize it. The reactants are: C([N:8]1[CH2:33][CH2:32][CH2:31][C:10]2([N:14]([CH2:15][CH2:16][C:17]3[CH:22]=[CH:21][C:20]([O:23][CH3:24])=[CH:19][CH:18]=3)[C:13](=[O:25])[N:12]([CH2:26][CH:27]([CH3:29])[CH3:28])[C:11]2=[O:30])[CH2:9]1)C1C=CC=CC=1.[H][H]. (5) Given the product [C:1]([O:5][C:6]([N:8]1[CH2:12][C:11](=[O:13])[C@H:10]2[N:14]([C:17](=[O:36])[C@@H:18]([NH:23][C:24](=[O:35])[C:25]3[CH:30]=[CH:29][C:28]([C:31]([CH3:34])([CH3:33])[CH3:32])=[CH:27][CH:26]=3)[CH2:19][CH:20]([CH3:22])[CH3:21])[CH2:15][CH2:16][C@@H:9]12)=[O:7])([CH3:2])([CH3:3])[CH3:4], predict the reactants needed to synthesize it. The reactants are: [C:1]([O:5][C:6]([N:8]1[CH2:12][C@H:11]([OH:13])[C@H:10]2[N:14]([C:17](=[O:36])[C@@H:18]([NH:23][C:24](=[O:35])[C:25]3[CH:30]=[CH:29][C:28]([C:31]([CH3:34])([CH3:33])[CH3:32])=[CH:27][CH:26]=3)[CH2:19][CH:20]([CH3:22])[CH3:21])[CH2:15][CH2:16][C@@H:9]12)=[O:7])([CH3:4])([CH3:3])[CH3:2].CC(OI1(OC(C)=O)(OC(C)=O)OC(=O)C2C=CC=CC1=2)=O. (6) The reactants are: [CH3:1][C:2]([CH3:12])=[CH:3][C:4]1[CH:11]=[CH:10][CH:9]=[CH:8][C:5]=1[C:6]#[N:7].[ClH:13].O1CCOCC1. Given the product [ClH:13].[CH2:3]([C:4]1[CH:11]=[CH:10][CH:9]=[CH:8][C:5]=1[CH2:6][NH2:7])[CH:2]([CH3:12])[CH3:1], predict the reactants needed to synthesize it.